From a dataset of Forward reaction prediction with 1.9M reactions from USPTO patents (1976-2016). Predict the product of the given reaction. (1) Given the reactants [CH3:1][C:2]1[CH:7]=[CH:6][C:5]([C:8]2[O:9][C:10]([CH3:13])=[N:11][N:12]=2)=[CH:4][C:3]=1[C:14]1[CH:19]=[CH:18][C:17]([C:20](O)=[O:21])=[CH:16][CH:15]=1.C1[CH:24]=[CH:25][C:26]2N(O)N=[N:29][C:27]=2[CH:28]=1.Cl.CN(C)CCCN=C=NCC.C1(C(N)C)CC1, predict the reaction product. The product is: [CH:26]1([CH:27]([NH:29][C:20]([C:17]2[CH:18]=[CH:19][C:14]([C:3]3[CH:4]=[C:5]([C:8]4[O:9][C:10]([CH3:13])=[N:11][N:12]=4)[CH:6]=[CH:7][C:2]=3[CH3:1])=[CH:15][CH:16]=2)=[O:21])[CH3:28])[CH2:25][CH2:24]1. (2) Given the reactants [CH3:1][C:2]1[CH:3]=[C:4]([CH:8]=[CH:9][C:10]=1[C:11]([N:13]1[CH2:17][CH2:16][CH2:15][CH2:14]1)=[O:12])[C:5]([OH:7])=O.CN(C(ON1N=NC2C=CC=CC1=2)=[N+](C)C)C.[B-](F)(F)(F)F.C(N(C(C)C)CC)(C)C.[Cl:49][C:50]1[CH:70]=[CH:69][C:53]2[NH:54][C:55]([CH:57]([NH2:68])[CH2:58][C:59]3[CH:64]=[C:63]([CH3:65])[C:62]([OH:66])=[C:61]([CH3:67])[CH:60]=3)=[N:56][C:52]=2[CH:51]=1.ClCl, predict the reaction product. The product is: [Cl:49][C:50]1[CH:70]=[CH:69][C:53]2[NH:54][C:55]([CH:57]([NH:68][C:5](=[O:7])[C:4]3[CH:8]=[CH:9][C:10]([C:11]([N:13]4[CH2:17][CH2:16][CH2:15][CH2:14]4)=[O:12])=[C:2]([CH3:1])[CH:3]=3)[CH2:58][C:59]3[CH:60]=[C:61]([CH3:67])[C:62]([OH:66])=[C:63]([CH3:65])[CH:64]=3)=[N:56][C:52]=2[CH:51]=1. (3) Given the reactants [NH2:1][C:2]1[C:10]2[C:5](=[N:6][C:7]([C:19]3[CH:24]=[CH:23][CH:22]=[C:21]([C:25]([F:28])([F:27])[F:26])[CH:20]=3)=[C:8]([C:11]3[CH:16]=[CH:15][N:14]=[C:13]([S:17][CH3:18])[N:12]=3)[CH:9]=2)[NH:4][N:3]=1.Cl[C:30]([O:32][CH2:33][C:34]1[CH:39]=[CH:38][CH:37]=[CH:36][CH:35]=1)=[O:31], predict the reaction product. The product is: [CH2:33]([O:32][C:30]([NH:1][C:2]1[C:10]2[C:5](=[N:6][C:7]([C:19]3[CH:24]=[CH:23][CH:22]=[C:21]([C:25]([F:28])([F:27])[F:26])[CH:20]=3)=[C:8]([C:11]3[CH:16]=[CH:15][N:14]=[C:13]([S:17][CH3:18])[N:12]=3)[CH:9]=2)[NH:4][N:3]=1)=[O:31])[C:34]1[CH:39]=[CH:38][CH:37]=[CH:36][CH:35]=1. (4) Given the reactants [NH2:1][C:2]1[C:10]2[C:5](=[C:6]([C:11]3[C:12]([C@@H:23]([NH:33][C:34](=[O:51])[CH2:35][N:36]4[C:40]5[C:41]([F:46])([F:45])[C@@H:42]6[CH2:44][C@@H:43]6[C:39]=5[C:38]([C:47]([F:50])([F:49])[F:48])=[N:37]4)[CH2:24][C:25]4[CH:30]=[C:29]([F:31])[CH:28]=[C:27]([F:32])[CH:26]=4)=[N:13][C:14]([C:17]#[C:18][C:19]([OH:22])([CH3:21])[CH3:20])=[CH:15][CH:16]=3)[CH:7]=[CH:8][CH:9]=2)[N:4]([CH3:52])[N:3]=1.N1C=CC=CC=1.[CH3:59][N:60]1[CH:64]=[C:63]([S:65](Cl)(=[O:67])=[O:66])[N:62]=[CH:61]1, predict the reaction product. The product is: [F:45][C:41]1([F:46])[C:40]2[N:36]([CH2:35][C:34]([NH:33][C@H:23]([C:12]3[C:11]([C:6]4[CH:7]=[CH:8][CH:9]=[C:10]5[C:5]=4[N:4]([CH3:52])[N:3]=[C:2]5[NH:1][S:65]([C:63]4[N:62]=[CH:61][N:60]([CH3:59])[CH:64]=4)(=[O:67])=[O:66])=[CH:16][CH:15]=[C:14]([C:17]#[C:18][C:19]([OH:22])([CH3:21])[CH3:20])[N:13]=3)[CH2:24][C:25]3[CH:30]=[C:29]([F:31])[CH:28]=[C:27]([F:32])[CH:26]=3)=[O:51])[N:37]=[C:38]([C:47]([F:49])([F:48])[F:50])[C:39]=2[C@H:43]2[CH2:44][C@@H:42]12. (5) Given the reactants [NH2:1][C:2]1[CH:6]=[CH:5][S:4][C:3]=1[C:7]([O:9][CH3:10])=[O:8].[CH3:11][C:12]1[CH:17]=[CH:16][C:15]([S:18](Cl)(=[O:20])=[O:19])=[CH:14][CH:13]=1.N1C=CC=CC=1, predict the reaction product. The product is: [CH3:11][C:12]1[CH:17]=[CH:16][C:15]([S:18]([NH:1][C:2]2[CH:6]=[CH:5][S:4][C:3]=2[C:7]([O:9][CH3:10])=[O:8])(=[O:20])=[O:19])=[CH:14][CH:13]=1. (6) Given the reactants [CH3:1][O:2][C:3]1[CH:4]=[C:5]2[C:10](=[CH:11][C:12]=1[O:13][CH3:14])[N:9]=[CH:8][CH:7]=[C:6]2[O:15][C:16]1[CH:21]=[CH:20][C:19]([NH:22][C:23](=O)[CH2:24][O:25][C:26]2[C:31]([F:32])=[CH:30][CH:29]=[CH:28][C:27]=2[F:33])=[CH:18][CH:17]=1.Cl.[OH-].[Na+], predict the reaction product. The product is: [F:33][C:27]1[CH:28]=[CH:29][CH:30]=[C:31]([F:32])[C:26]=1[O:25][CH2:24][CH2:23][NH:22][C:19]1[CH:20]=[CH:21][C:16]([O:15][C:6]2[C:5]3[C:10](=[CH:11][C:12]([O:13][CH3:14])=[C:3]([O:2][CH3:1])[CH:4]=3)[N:9]=[CH:8][CH:7]=2)=[CH:17][CH:18]=1. (7) Given the reactants [O:1]=[C:2]([C:9]1[O:10][CH:11]=[CH:12][CH:13]=1)[CH2:3][C:4]([O:6][CH2:7][CH3:8])=[O:5].[CH3:14][Si]([N-][Si](C)(C)C)(C)C.[Li+].CI.Cl, predict the reaction product. The product is: [CH2:7]([O:6][C:4](=[O:5])[CH:3]([CH3:14])[C:2]([C:9]1[O:10][CH:11]=[CH:12][CH:13]=1)=[O:1])[CH3:8].